This data is from Catalyst prediction with 721,799 reactions and 888 catalyst types from USPTO. The task is: Predict which catalyst facilitates the given reaction. (1) Reactant: [F:1][C:2]([F:13])([F:12])[C:3]1[CH:4]=[C:5]([CH:9]=[CH:10][CH:11]=1)[C:6]([NH2:8])=[O:7].[CH3:14][O:15][C:16]1[N:21]=[CH:20][C:19]([N:22]2[CH2:27][CH2:26][C:25](=O)[CH2:24][CH2:23]2)=[CH:18][CH:17]=1.C(O[BH-](O[C:39](=[O:41])[CH3:40])OC(=O)C)(=O)C.[Na+].[C:43]([O-:46])(O)=O.[Na+]. Product: [OH:46][C@H:43]1[CH2:16][N:21]([CH:25]2[CH2:26][CH2:27][N:22]([C:19]3[CH:20]=[N:21][C:16]([O:15][CH3:14])=[CH:17][CH:18]=3)[CH2:23][CH2:24]2)[CH2:20][C@@H:19]1[NH:22][C:39](=[O:41])[CH2:40][NH:8][C:6](=[O:7])[C:5]1[CH:9]=[CH:10][CH:11]=[C:3]([C:2]([F:12])([F:13])[F:1])[CH:4]=1. The catalyst class is: 138. (2) Reactant: [NH2:1][C:2]1[C:3]([NH:23][C:24]2[CH:25]=[C:26]([N:30]([CH3:38])[C:31](=[O:37])[O:32][C:33]([CH3:36])([CH3:35])[CH3:34])[CH:27]=[CH:28][CH:29]=2)=[N:4][CH:5]=[N:6][C:7]=1[N:8]([CH2:16][C:17]1[CH:22]=[CH:21][CH:20]=[CH:19][CH:18]=1)[CH2:9][C:10]1[CH:15]=[CH:14][CH:13]=[CH:12][CH:11]=1.Cl[C:40](Cl)([O:42]C(=O)OC(Cl)(Cl)Cl)Cl. Product: [CH2:16]([N:8]([CH2:9][C:10]1[CH:11]=[CH:12][CH:13]=[CH:14][CH:15]=1)[C:7]1[N:6]=[CH:5][N:4]=[C:3]2[C:2]=1[NH:1][C:40](=[O:42])[N:23]2[C:24]1[CH:25]=[C:26]([N:30]([CH3:38])[C:31](=[O:37])[O:32][C:33]([CH3:34])([CH3:35])[CH3:36])[CH:27]=[CH:28][CH:29]=1)[C:17]1[CH:22]=[CH:21][CH:20]=[CH:19][CH:18]=1. The catalyst class is: 2. (3) Reactant: [CH3:1][S:2](Cl)(=[O:4])=[O:3].[Cl:6][C:7]1[CH:12]=[C:11]([CH2:13][OH:14])[CH:10]=[CH:9][N:8]=1.C(N(CC)CC)C. Product: [CH3:1][S:2]([O:14][CH2:13][C:11]1[CH:10]=[CH:9][N:8]=[C:7]([Cl:6])[CH:12]=1)(=[O:4])=[O:3]. The catalyst class is: 1.